From a dataset of Catalyst prediction with 721,799 reactions and 888 catalyst types from USPTO. Predict which catalyst facilitates the given reaction. (1) Reactant: [CH2:1]([N:3]1[C:12](=[O:13])[C:11]2[C:6](=[C:7]([N:14]3[C:20](=[O:21])[C:19]4[CH:22]=[N:23][C:24](SC)=[N:25][C:18]=4[N:17]4[CH2:28][CH2:29][CH2:30][C@H:16]4[CH2:15]3)[CH:8]=[CH:9][CH:10]=2)[N:5]=[CH:4]1)[CH3:2].C1C=C(Cl)C=C(C(OO)=O)C=1.C(Cl)(Cl)Cl.O.[NH3:47]. Product: [NH2:47][C:24]1[N:23]=[CH:22][C:19]2[C:20](=[O:21])[N:14]([C:7]3[CH:8]=[CH:9][CH:10]=[C:11]4[C:6]=3[N:5]=[CH:4][N:3]([CH2:1][CH3:2])[C:12]4=[O:13])[CH2:15][C@@H:16]3[CH2:30][CH2:29][CH2:28][N:17]3[C:18]=2[N:25]=1. The catalyst class is: 4. (2) Reactant: [OH:1][C:2]1[CH:3]=[C:4]([CH:7]=[CH:8][CH:9]=1)[CH2:5][OH:6].Br[CH2:11][C:12]([NH2:14])=[O:13].C(=O)([O-])[O-].[K+].[K+]. Product: [OH:6][CH2:5][C:4]1[CH:3]=[C:2]([CH:9]=[CH:8][CH:7]=1)[O:1][CH2:11][C:12]([NH2:14])=[O:13]. The catalyst class is: 10. (3) Reactant: [CH3:1][N:2]1[C:14]2[CH:13]=[CH:12][C:11]([CH:15]([CH3:20])[C:16]([O:18]C)=[O:17])=[CH:10][C:9]=2[C:8]2[C:3]1=[CH:4][CH:5]=[CH:6][CH:7]=2.C1COCC1.CO.O.[OH-].[Li+]. Product: [CH3:1][N:2]1[C:14]2[CH:13]=[CH:12][C:11]([CH:15]([CH3:20])[C:16]([OH:18])=[O:17])=[CH:10][C:9]=2[C:8]2[C:3]1=[CH:4][CH:5]=[CH:6][CH:7]=2. The catalyst class is: 6. (4) Reactant: CC1C=CC(S(O[C@@H:12]([CH3:16])[CH2:13][O:14][CH3:15])(=O)=O)=CC=1.[C@H:17]1([NH2:24])[CH2:22][CH2:21][C@H:20]([NH2:23])[CH2:19][CH2:18]1. The catalyst class is: 10. Product: [CH3:15][O:14][CH2:13][C@H:12]([NH:23][C@H:20]1[CH2:21][CH2:22][C@H:17]([NH2:24])[CH2:18][CH2:19]1)[CH3:16].